Dataset: Full USPTO retrosynthesis dataset with 1.9M reactions from patents (1976-2016). Task: Predict the reactants needed to synthesize the given product. (1) The reactants are: [OH:1][C:2]1[CH:17]=[CH:16][C:5]([O:6][CH2:7][C:8]([C:10]2[CH:15]=[CH:14][CH:13]=[CH:12][CH:11]=2)=O)=[C:4]([CH3:18])[C:3]=1[CH3:19].O. Given the product [CH3:19][C:3]1[C:2]([OH:1])=[CH:17][C:16]2[C:8]([C:10]3[CH:15]=[CH:14][CH:13]=[CH:12][CH:11]=3)=[CH:7][O:6][C:5]=2[C:4]=1[CH3:18], predict the reactants needed to synthesize it. (2) Given the product [C:37]([C:39]1[CH:47]=[CH:46][C:42]([C:43]([NH:1][C:2]2[CH:3]=[C:4]([CH:26]=[CH:27][C:28]=2[N:29]([CH3:31])[CH3:30])[C:5]([NH:7][C:8]2[C:13]([CH3:14])=[CH:12][C:11]([C:15]([F:24])([C:20]([F:21])([F:22])[F:23])[C:16]([F:18])([F:19])[F:17])=[CH:10][C:9]=2[CH3:25])=[O:6])=[O:44])=[CH:41][CH:40]=1)#[N:38], predict the reactants needed to synthesize it. The reactants are: [NH2:1][C:2]1[CH:3]=[C:4]([CH:26]=[CH:27][C:28]=1[N:29]([CH3:31])[CH3:30])[C:5]([NH:7][C:8]1[C:13]([CH3:14])=[CH:12][C:11]([C:15]([F:24])([C:20]([F:23])([F:22])[F:21])[C:16]([F:19])([F:18])[F:17])=[CH:10][C:9]=1[CH3:25])=[O:6].C(=O)(O)[O-].[Na+].[C:37]([C:39]1[CH:47]=[CH:46][C:42]([C:43](Cl)=[O:44])=[CH:41][CH:40]=1)#[N:38]. (3) Given the product [OH:14][CH2:13][CH2:12][CH2:11][NH:10][C:2]1[CH:9]=[CH:8][C:5]([C:6]#[N:7])=[CH:4][CH:3]=1, predict the reactants needed to synthesize it. The reactants are: F[C:2]1[CH:9]=[CH:8][C:5]([C:6]#[N:7])=[CH:4][CH:3]=1.[NH2:10][CH2:11][CH2:12][CH2:13][OH:14]. (4) Given the product [Cl:1][C:2]1[CH:7]=[CH:6][N:5]=[C:4]2[CH:8]=[C:9]([C:16]3[S:17][CH:18]=[CH:19][N:20]=3)[S:10][C:3]=12, predict the reactants needed to synthesize it. The reactants are: [Cl:1][C:2]1[CH:7]=[CH:6][N:5]=[C:4]2[CH:8]=[C:9]([Sn](C)(C)C)[S:10][C:3]=12.Br[C:16]1[S:17][CH:18]=[CH:19][N:20]=1. (5) Given the product [Cl:1][C:2]1[CH:7]=[CH:6][CH:5]=[C:4]([F:8])[C:3]=1[C:9]1[C:10]([CH3:20])=[N:11][N:12]([CH3:19])[C:13]=1[CH:14]([S:22][CH3:21])[CH:15]([CH3:17])[CH3:16], predict the reactants needed to synthesize it. The reactants are: [Cl:1][C:2]1[CH:7]=[CH:6][CH:5]=[C:4]([F:8])[C:3]=1[C:9]1[C:10]([CH3:20])=[N:11][N:12]([CH3:19])[C:13]=1[CH:14](Cl)[CH:15]([CH3:17])[CH3:16].[CH3:21][S-:22].[Na+]. (6) Given the product [OH:1][C:2]1[CH:7]=[CH:6][C:5]([C:8]2[CH:9]=[C:10]3[C:14](=[CH:15][CH:16]=2)[C:13](=[N:36][OH:35])[CH2:12][CH2:11]3)=[C:4]([NH:18][C:19]2[CH:24]=[CH:23][C:22]([O:25][CH2:26][CH2:27][N:28]3[CH2:29][CH2:30][CH2:31][CH2:32][CH2:33]3)=[CH:21][CH:20]=2)[CH:3]=1, predict the reactants needed to synthesize it. The reactants are: [OH:1][C:2]1[CH:7]=[CH:6][C:5]([C:8]2[CH:9]=[C:10]3[C:14](=[CH:15][CH:16]=2)[C:13](=O)[CH2:12][CH2:11]3)=[C:4]([NH:18][C:19]2[CH:24]=[CH:23][C:22]([O:25][CH2:26][CH2:27][N:28]3[CH2:33][CH2:32][CH2:31][CH2:30][CH2:29]3)=[CH:21][CH:20]=2)[CH:3]=1.[Cl-].[OH:35][NH3+:36].N1C=CC=CC=1.O. (7) Given the product [ClH:1].[Cl:27][C:26]1[C:21]([N:18]2[CH2:19][CH2:20][NH:15][CH2:16][CH:17]2[CH2:28][CH3:29])=[N:22][CH:23]=[CH:24][N:25]=1, predict the reactants needed to synthesize it. The reactants are: [Cl:1]C(OC(Cl)C)=O.C([N:15]1[CH2:20][CH2:19][N:18]([C:21]2[C:26]([Cl:27])=[N:25][CH:24]=[CH:23][N:22]=2)[CH:17]([CH2:28][CH3:29])[CH2:16]1)C1C=CC=CC=1. (8) Given the product [CH2:9]([O:8][P:3]([C:14]([S:16][CH2:17][C:18]1[CH:23]=[CH:22][CH:21]=[CH:20][CH:19]=1)=[S:15])([O:5][CH2:6][CH3:7])=[O:11])[CH3:10], predict the reactants needed to synthesize it. The reactants are: [H-].[Na+].[P:3]([O-:11])([O:8][CH2:9][CH3:10])([O:5][CH2:6][CH3:7])=O.[H][H].[C:14](=[S:16])=[S:15].[CH2:17](Cl)[C:18]1[CH:23]=[CH:22][CH:21]=[CH:20][CH:19]=1. (9) Given the product [N+:18]([C:9]1[CH:8]=[CH:7][C:6]([C:12]2[CH:13]=[N:14][CH:15]=[CH:16][CH:17]=2)=[CH:11][CH:10]=1)([O-:20])=[O:19], predict the reactants needed to synthesize it. The reactants are: OS(O)(=O)=O.[C:6]1([C:12]2[CH:13]=[N:14][CH:15]=[CH:16][CH:17]=2)[CH:11]=[CH:10][CH:9]=[CH:8][CH:7]=1.[N+:18]([O-])([OH:20])=[O:19].[OH-].[Na+]. (10) Given the product [N:1]1([C:7](=[O:30])[CH2:8][CH2:9][CH2:10][CH2:11][CH2:12][N:13]2[C:25]3[C:24]4[CH2:23][CH2:22][CH2:21][CH2:20][C:19]=4[N:18]=[C:17]([NH2:26])[C:16]=3[N:15]=[C:14]2[CH2:27][CH2:28][CH3:29])[CH2:2][CH2:3][O:4][CH2:5][CH2:6]1, predict the reactants needed to synthesize it. The reactants are: [N:1]1([C:7](=[O:30])[CH2:8][CH2:9][CH2:10][CH2:11][CH2:12][N:13]2[C:25]3[C:24]4[CH:23]=[CH:22][CH:21]=[CH:20][C:19]=4[N:18]=[C:17]([NH2:26])[C:16]=3[N:15]=[C:14]2[CH2:27][CH2:28][CH3:29])[CH2:6][CH2:5][O:4][CH2:3][CH2:2]1.[H][H].